This data is from Forward reaction prediction with 1.9M reactions from USPTO patents (1976-2016). The task is: Predict the product of the given reaction. (1) Given the reactants Cl.[NH2:2][C@H:3]([C:8]([O:10][CH3:11])=[O:9])[C@H:4]([CH2:6][CH3:7])[CH3:5].[C:12]([O:16][C:17]([NH:19][CH2:20][C:21](O)=[O:22])=[O:18])([CH3:15])([CH3:14])[CH3:13].C(N(CC)CC)C.CN(C(ON1N=NC2C=CC=CC1=2)=[N+](C)C)C.[B-](F)(F)(F)F, predict the reaction product. The product is: [C:12]([O:16][C:17]([NH:19][CH2:20][C:21]([NH:2][C@H:3]([C:8]([O:10][CH3:11])=[O:9])[C@H:4]([CH2:6][CH3:7])[CH3:5])=[O:22])=[O:18])([CH3:15])([CH3:14])[CH3:13]. (2) Given the reactants Br[C:2]1[CH:10]=[CH:9][C:8]2[C:4](=[CH:5][N:6]([C:11]3[CH:16]=[CH:15][C:14]([F:17])=[CH:13][CH:12]=3)[N:7]=2)[CH:3]=1.[I-:18].[Na+].CNCCNC, predict the reaction product. The product is: [I:18][C:2]1[CH:10]=[CH:9][C:8]2[C:4](=[CH:5][N:6]([C:11]3[CH:16]=[CH:15][C:14]([F:17])=[CH:13][CH:12]=3)[N:7]=2)[CH:3]=1. (3) Given the reactants C([N:8]1[CH2:13][CH2:12][C:11](=[O:14])[CH:10]([CH3:15])[CH2:9]1)C1C=CC=CC=1.[C:24](O[C:24]([O:26][C:27]([CH3:30])([CH3:29])[CH3:28])=[O:25])([O:26][C:27]([CH3:30])([CH3:29])[CH3:28])=[O:25].[H][H], predict the reaction product. The product is: [CH3:15][CH:10]1[C:11](=[O:14])[CH2:12][CH2:13][N:8]([C:24]([O:26][C:27]([CH3:28])([CH3:29])[CH3:30])=[O:25])[CH2:9]1. (4) Given the reactants [Br:1][C:2]1[CH:7]=[C:6]([C:8]([OH:10])=O)[CH:5]=[CH:4][N:3]=1.O.ON1C2C=CC=CC=2N=N1.CN(C1C=CC=CN=1)C.C(N(CC)C(C)C)(C)C.[NH:40]1[CH2:45][CH2:44][O:43][CH2:42][CH2:41]1, predict the reaction product. The product is: [Br:1][C:2]1[CH:7]=[C:6]([C:8]([N:40]2[CH2:45][CH2:44][O:43][CH2:42][CH2:41]2)=[O:10])[CH:5]=[CH:4][N:3]=1. (5) Given the reactants [CH3:1][O:2][C:3](=[O:20])[C:4]1[CH:9]=[CH:8][C:7]([CH2:10][CH:11]2[CH2:18][CH2:17][CH2:16][CH2:15][CH2:14][CH2:13][C:12]2=[O:19])=[CH:6][CH:5]=1.C[Si]([N-][Si](C)(C)C)(C)C.[K+].N(C1C=CC=CC=1)([S:32]([C:35]([F:38])([F:37])[F:36])(=[O:34])=[O:33])[S:32]([C:35]([F:38])([F:37])[F:36])(=[O:34])=[O:33], predict the reaction product. The product is: [CH3:1][O:2][C:3](=[O:20])[C:4]1[CH:5]=[CH:6][C:7]([CH2:10][CH:11]2[CH2:18][CH2:17][CH2:16][CH2:15][CH2:14][CH:13]=[C:12]2[O:19][S:32]([C:35]([F:38])([F:37])[F:36])(=[O:34])=[O:33])=[CH:8][CH:9]=1. (6) Given the reactants Cl[C:2]1[N:7]2[N:8]=[C:9]([CH3:11])[CH:10]=[C:6]2[N:5]=[C:4]([NH:12][C:13](=[O:24])[C:14]2[CH:19]=[CH:18][C:17]([C:20]([OH:23])([CH3:22])[CH3:21])=[CH:16][CH:15]=2)[CH:3]=1.[CH:25]([O:28][C:29]1[CH:34]=[CH:33][C:32](B2OC(C)(C)C(C)(C)O2)=[CH:31][N:30]=1)([CH3:27])[CH3:26].O1CCOCC1, predict the reaction product. The product is: [OH:23][C:20]([C:17]1[CH:18]=[CH:19][C:14]([C:13]([NH:12][C:4]2[CH:3]=[C:2]([C:32]3[CH:31]=[N:30][C:29]([O:28][CH:25]([CH3:27])[CH3:26])=[CH:34][CH:33]=3)[N:7]3[N:8]=[C:9]([CH3:11])[CH:10]=[C:6]3[N:5]=2)=[O:24])=[CH:15][CH:16]=1)([CH3:22])[CH3:21]. (7) Given the reactants [Br:1][C:2]1[CH:3]=[CH:4][C:5]([C:8]2[CH2:12][C@H:11]([CH2:13]Cl)[O:10][N:9]=2)=[N:6][CH:7]=1.[NH:15]1[CH2:20][CH2:19][O:18][CH2:17][CH2:16]1.CS(C)=O, predict the reaction product. The product is: [Br:1][C:2]1[CH:3]=[CH:4][C:5]([C:8]2[CH2:12][C@H:11]([CH2:13][N:15]3[CH2:20][CH2:19][O:18][CH2:17][CH2:16]3)[O:10][N:9]=2)=[N:6][CH:7]=1.